This data is from Reaction yield outcomes from USPTO patents with 853,638 reactions. The task is: Predict the reaction yield, written as a fraction of the theoretical maximum amount of product (1.0 means a 100% yield; for example, 0.34 means a 34% yield). (1) The reactants are [F:1][C:2]1[CH:22]=[C:21]([C:23]#[C:24][CH2:25][OH:26])[CH:20]=[CH:19][C:3]=1[NH:4][C:5]1[C:6]([C:13]([NH:15][CH2:16][CH2:17][OH:18])=[O:14])=[CH:7][N:8]([CH3:12])[C:9](=[O:11])[CH:10]=1. The catalyst is CO.[Pd]. The product is [F:1][C:2]1[CH:22]=[C:21]([CH2:23][CH2:24][CH2:25][OH:26])[CH:20]=[CH:19][C:3]=1[NH:4][C:5]1[C:6]([C:13]([NH:15][CH2:16][CH2:17][OH:18])=[O:14])=[CH:7][N:8]([CH3:12])[C:9](=[O:11])[CH:10]=1. The yield is 0.920. (2) The reactants are Cl.[CH3:2][O:3][CH2:4][C@H:5]1[C@H:14]2[CH2:15][CH2:16][N:17]([C:18]([C@H:20]3[CH2:25][CH2:24][CH2:23][CH2:22][C@H:21]3[NH2:26])=[O:19])[C@H:13]2[C:12]2[CH:11]=[CH:10][CH:9]=[CH:8][C:7]=2[NH:6]1.C(N(CC)CC)C.[NH:34]1[C:38]2[CH:39]=[CH:40][C:41]([C:43](O)=[O:44])=[CH:42][C:37]=2[N:36]=[N:35]1.CCOC(OC(OCC)=O)=O. The catalyst is C1COCC1.O. The product is [CH3:2][O:3][CH2:4][C@H:5]1[C@H:14]2[CH2:15][CH2:16][N:17]([C:18]([C@H:20]3[CH2:25][CH2:24][CH2:23][CH2:22][C@H:21]3[NH:26][C:43]([C:41]3[CH:40]=[CH:39][C:38]4[NH:34][N:35]=[N:36][C:37]=4[CH:42]=3)=[O:44])=[O:19])[C@H:13]2[C:12]2[CH:11]=[CH:10][CH:9]=[CH:8][C:7]=2[NH:6]1. The yield is 0.800. (3) The reactants are [C:1]([C:3]1[C:8]2[S:9][CH:10]=[CH:11][C:7]=2[C:6]([NH:12][C@H:13]([C@@H:17]([OH:19])[CH3:18])[C:14]([OH:16])=O)=[CH:5][CH:4]=1)#[N:2].[C:20]([C:22]1[CH:31]=[CH:30][C:25]([C:26]([NH:28][NH2:29])=[O:27])=[CH:24][CH:23]=1)#[N:21].C1C=CC2N(O)N=NC=2C=1.C(Cl)CCl.CCN(CC)CC. The catalyst is C1COCC1. The product is [C:20]([C:22]1[CH:23]=[CH:24][C:25]([C:26]([NH:28][NH:29][C:14](=[O:16])[C@H:13]([NH:12][C:6]2[C:7]3[CH:11]=[CH:10][S:9][C:8]=3[C:3]([C:1]#[N:2])=[CH:4][CH:5]=2)[C@@H:17]([OH:19])[CH3:18])=[O:27])=[CH:30][CH:31]=1)#[N:21]. The yield is 0.680. (4) The reactants are [CH2:1]([O:3][C:4](=[O:20])[C:5](=[CH:16][N:17](C)[CH3:18])[C:6](=O)[CH:7]([C:9]1[CH:14]=[CH:13][CH:12]=[CH:11][CH:10]=1)[CH3:8])[CH3:2].C(O)C.C[NH:25]N.C(N(CC)CC)C. The catalyst is O. The product is [CH3:18][N:17]1[CH:16]=[C:5]([C:4]([O:3][CH2:1][CH3:2])=[O:20])[C:6]([CH:7]([C:9]2[CH:14]=[CH:13][CH:12]=[CH:11][CH:10]=2)[CH3:8])=[N:25]1. The yield is 0.660.